Dataset: Reaction yield outcomes from USPTO patents with 853,638 reactions. Task: Predict the reaction yield, written as a fraction of the theoretical maximum amount of product (1.0 means a 100% yield; for example, 0.34 means a 34% yield). (1) The reactants are [CH2:1]([OH:21])[CH2:2][CH2:3][CH2:4]/[CH:5]=[CH:6]\[CH2:7]/[CH:8]=[CH:9]\[CH2:10]/[CH:11]=[CH:12]\[CH2:13]/[CH:14]=[CH:15]\[CH2:16]/[CH:17]=[CH:18]\[CH2:19][CH3:20].[OH-].[Na+].Br[CH:25]([CH2:33][CH3:34])[C:26]([O:28][C:29]([CH3:32])([CH3:31])[CH3:30])=[O:27]. The catalyst is [Cl-].C([N+](CCCC)(CCCC)CCCC)CCC.C1(C)C=CC=CC=1. The product is [CH2:1]([O:21][CH:25]([CH2:33][CH3:34])[C:26]([O:28][C:29]([CH3:32])([CH3:31])[CH3:30])=[O:27])[CH2:2][CH2:3][CH2:4]/[CH:5]=[CH:6]\[CH2:7]/[CH:8]=[CH:9]\[CH2:10]/[CH:11]=[CH:12]\[CH2:13]/[CH:14]=[CH:15]\[CH2:16]/[CH:17]=[CH:18]\[CH2:19][CH3:20]. The yield is 0.360. (2) The product is [CH3:1][O:2][C:3]1[CH:8]=[CH:7][CH:6]=[CH:5][C:4]=1[CH:9]1[CH2:14][CH2:13][N:12]([CH2:16][C:17]2[NH:21][C:20]3[CH:22]=[CH:23][CH:24]=[CH:25][C:19]=3[N:18]=2)[CH2:11][CH2:10]1. The yield is 0.250. The catalyst is CN(C=O)C. The reactants are [CH3:1][O:2][C:3]1[CH:8]=[CH:7][CH:6]=[CH:5][C:4]=1[CH:9]1[CH2:14][CH2:13][NH:12][CH2:11][CH2:10]1.Cl[CH2:16][C:17]1[NH:18][C:19]2[CH:25]=[CH:24][CH:23]=[CH:22][C:20]=2[N:21]=1.C([O-])([O-])=O.[Cs+].[Cs+].O. (3) No catalyst specified. The reactants are [F:1][C:2]([F:24])([C:10]([F:23])([F:22])[CH2:11][O:12][CH2:13][CH2:14][CH2:15][C:16]1[CH:21]=[CH:20][CH:19]=[CH:18][CH:17]=1)[CH2:3][CH2:4][C:5](OCC)=[O:6].FC(F)(CCC1C=CC=CC=1)CO. The product is [F:1][C:2]([F:24])([C:10]([F:22])([F:23])[CH2:11][O:12][CH2:13][CH2:14][CH2:15][C:16]1[CH:17]=[CH:18][CH:19]=[CH:20][CH:21]=1)[CH2:3][CH2:4][CH2:5][OH:6]. The yield is 0.820. (4) The reactants are [F:1][C:2]1[CH:9]=[C:8]([F:10])[CH:7]=[C:6]([C:11]#[C:12][CH3:13])[C:3]=1[CH:4]=O.[NH3:14].CO. No catalyst specified. The product is [F:10][C:8]1[CH:7]=[C:6]2[C:3](=[C:2]([F:1])[CH:9]=1)[CH:4]=[N:14][C:12]([CH3:13])=[CH:11]2. The yield is 0.590. (5) The reactants are CO[C:3]([C:5]1[C:10]2[S:11][C:12]([CH3:15])=[C:13]([Br:14])[C:9]=2[CH:8]=[CH:7][CH:6]=1)=[O:4].[OH-].[Na+].Cl.C(Cl)(=O)C(Cl)=O.Cl.[CH3:26][NH:27][O:28][CH3:29].CCN(CC)CC. The product is [CH3:29][O:28][N:27]([CH3:26])[C:3]([C:5]1[C:10]2[S:11][C:12]([CH3:15])=[C:13]([Br:14])[C:9]=2[CH:8]=[CH:7][CH:6]=1)=[O:4]. The yield is 0.530. The catalyst is CN(C=O)C.C(Cl)Cl.O. (6) The reactants are C(OC(=O)C(=N[NH:8][C:9]1[CH:14]=[C:13]([Cl:15])[CH:12]=[CH:11][C:10]=1[F:16])C)C.[C:18]1(C)C=CC(S(O)(=O)=O)=C[CH:19]=1.O.[C:30](=[O:33])(O)[O-:31].[Na+].[C:35]1(C)C=CC=C[CH:36]=1. No catalyst specified. The product is [CH2:35]([O:31][C:30]([C:18]1[NH:8][C:9]2[C:14]([CH:19]=1)=[C:13]([Cl:15])[CH:12]=[CH:11][C:10]=2[F:16])=[O:33])[CH3:36]. The yield is 0.230. (7) The product is [CH2:17]([C:19]1([CH2:23][O:24][C:2]2[CH:7]=[CH:6][C:5]([N+:8]([O-:10])=[O:9])=[CH:4][CH:3]=2)[CH2:22][O:21][CH2:20]1)[CH3:18]. The catalyst is CS(C)=O. The yield is 0.980. The reactants are F[C:2]1[CH:7]=[CH:6][C:5]([N+:8]([O-:10])=[O:9])=[CH:4][CH:3]=1.C(=O)([O-])[O-].[Cs+].[Cs+].[CH2:17]([C:19]1([CH2:23][OH:24])[CH2:22][O:21][CH2:20]1)[CH3:18].O.